Dataset: Full USPTO retrosynthesis dataset with 1.9M reactions from patents (1976-2016). Task: Predict the reactants needed to synthesize the given product. (1) Given the product [Br:30][CH2:1][C:2]1[CH:11]=[CH:10][C:9]2[C:4](=[CH:5][CH:6]=[CH:7][CH:8]=2)[N:3]=1, predict the reactants needed to synthesize it. The reactants are: [CH3:1][C:2]1[CH:11]=[CH:10][C:9]2[C:4](=[CH:5][CH:6]=[CH:7][CH:8]=2)[N:3]=1.C(OOC(=O)C1C=CC=CC=1)(=O)C1C=CC=CC=1.[Br:30]NC(=O)CCC(N)=O. (2) The reactants are: CCN(C(C)C)C(C)C.[CH3:10][O:11][C:12]1[CH:13]=[CH:14][CH:15]=[C:16]2[C:21]=1[O:20][C:19](=[O:22])[C:18]([C:23]([OH:25])=O)=[CH:17]2.CN(C(ON1N=NC2C=CC=NC1=2)=[N+](C)C)C.F[P-](F)(F)(F)(F)F.[NH:50]1[CH:54]=[C:53]([C:55]2[CH:56]=[C:57]([NH2:61])[CH:58]=[CH:59][CH:60]=2)[CH:52]=[N:51]1. Given the product [NH:50]1[CH:54]=[C:53]([C:55]2[CH:56]=[C:57]([NH:61][C:23]([C:18]3[C:19](=[O:22])[O:20][C:21]4[C:16]([CH:17]=3)=[CH:15][CH:14]=[CH:13][C:12]=4[O:11][CH3:10])=[O:25])[CH:58]=[CH:59][CH:60]=2)[CH:52]=[N:51]1, predict the reactants needed to synthesize it.